Dataset: Reaction yield outcomes from USPTO patents with 853,638 reactions. Task: Predict the reaction yield, written as a fraction of the theoretical maximum amount of product (1.0 means a 100% yield; for example, 0.34 means a 34% yield). (1) The reactants are [O:1]=[C:2]1[C:7]([CH2:8][C:9]2[CH:14]=[CH:13][C:12]([C:15]3[CH:20]=[CH:19][CH:18]=[CH:17][C:16]=3[C:21]3[NH:25][C:24](=[O:26])[O:23][N:22]=3)=[CH:11][CH:10]=2)=[C:6]([CH2:27][CH2:28][CH3:29])[N:5]2[N:30]=[CH:31][N:32]=[C:4]2[N:3]1[CH2:33][C:34]([O:36]C(C)(C)C)=[O:35].FC(F)(F)C(O)=O. The catalyst is C1(C)C=CC=CC=1. The product is [O:1]=[C:2]1[C:7]([CH2:8][C:9]2[CH:10]=[CH:11][C:12]([C:15]3[CH:20]=[CH:19][CH:18]=[CH:17][C:16]=3[C:21]3[NH:25][C:24](=[O:26])[O:23][N:22]=3)=[CH:13][CH:14]=2)=[C:6]([CH2:27][CH2:28][CH3:29])[N:5]2[N:30]=[CH:31][N:32]=[C:4]2[N:3]1[CH2:33][C:34]([OH:36])=[O:35]. The yield is 0.360. (2) The product is [CH3:30][N:7]1[CH:8]=[C:9]([NH:10][C:11]([C:18]2[CH:19]=[CH:20][CH:21]=[CH:22][CH:23]=2)([C:24]2[CH:29]=[CH:28][CH:27]=[CH:26][CH:25]=2)[C:12]2[CH:13]=[CH:14][CH:15]=[CH:16][CH:17]=2)[C:5]([C:3]([OH:4])=[O:2])=[N:6]1. The yield is 0.889. The reactants are C[O:2][C:3]([C:5]1[C:9]([NH:10][C:11]([C:24]2[CH:29]=[CH:28][CH:27]=[CH:26][CH:25]=2)([C:18]2[CH:23]=[CH:22][CH:21]=[CH:20][CH:19]=2)[C:12]2[CH:17]=[CH:16][CH:15]=[CH:14][CH:13]=2)=[CH:8][N:7]([CH3:30])[N:6]=1)=[O:4].[OH-].[Na+]. The catalyst is CO. (3) The reactants are [Br:1][C:2]1[CH:7]=[CH:6][C:5]2[O:8][CH2:9][O:10][C:4]=2[CH:3]=1.C([N-]C(C)C)(C)C.[Li+].[CH:19]1[C:28]2[CH:27]=[CH:26][CH:25]=[C:24]([CH:29]=[O:30])[C:23]=2[CH:22]=[CH:21][N:20]=1.CCOC(C)=O. The catalyst is C1COCC1. The product is [Br:1][C:2]1[CH:7]=[CH:6][C:5]2[O:8][CH2:9][O:10][C:4]=2[C:3]=1[CH:29]([C:24]1[C:23]2[CH:22]=[CH:21][N:20]=[CH:19][C:28]=2[CH:27]=[CH:26][CH:25]=1)[OH:30]. The yield is 0.650. (4) The reactants are [C:1]([NH:6][C:7]1[S:11][N:10]=[C:9]([CH3:12])[C:8]=1[C:13]([NH2:15])=[O:14])(=O)[CH2:2][CH2:3][CH3:4]. The catalyst is N. The product is [CH3:12][C:9]1[C:8]2[C:13](=[O:14])[NH:15][C:1]([CH2:2][CH2:3][CH3:4])=[N:6][C:7]=2[S:11][N:10]=1. The yield is 0.340.